Dataset: Full USPTO retrosynthesis dataset with 1.9M reactions from patents (1976-2016). Task: Predict the reactants needed to synthesize the given product. (1) Given the product [Cl:20][C:14]1[CH:15]=[CH:16][CH:17]=[C:18]([Cl:19])[C:13]=1[C:11]1[O:12][C:7]2[CH:6]=[N:5][C:4]([NH:32][C:28]3[CH:27]=[C:26]([CH:31]=[CH:30][CH:29]=3)[C:25]([NH:24][CH3:23])=[O:33])=[N:22][C:8]=2[N:9]([CH3:21])[N:10]=1, predict the reactants needed to synthesize it. The reactants are: CS([C:4]1[N:5]=[CH:6][C:7]2[O:12][C:11]([C:13]3[C:18]([Cl:19])=[CH:17][CH:16]=[CH:15][C:14]=3[Cl:20])=[N:10][N:9]([CH3:21])[C:8]=2[N:22]=1)=O.[CH3:23][NH:24][C:25](=[O:33])[C:26]1[CH:31]=[CH:30][CH:29]=[C:28]([NH2:32])[CH:27]=1.O.C1(C)C=CC(S(O)(=O)=O)=CC=1. (2) Given the product [CH2:12]([N:14]1[C:23]2[C:18](=[N:19][C:20]([NH:24][C:25]([CH:27]([C:65]([NH:1][C:2]3[CH:10]=[CH:9][C:5]([C:6](=[O:7])[NH2:8])=[C:4]([Cl:11])[CH:3]=3)=[O:67])[CH2:28][CH:33]([CH3:47])[CH2:44][CH3:46])=[O:26])=[CH:21][N:22]=2)[C:17](=[O:34])[N:16]([CH2:35][CH3:36])[C:15]1=[O:37])[CH3:13], predict the reactants needed to synthesize it. The reactants are: [NH2:1][C:2]1[CH:10]=[CH:9][C:5]([C:6]([NH2:8])=[O:7])=[C:4]([Cl:11])[CH:3]=1.[CH2:12]([N:14]1[C:23]2[C:18](=[N:19][C:20]([NH:24][C:25]([CH2:27][CH:28]([CH3:33])CC(O)=O)=[O:26])=[CH:21][N:22]=2)[C:17](=[O:34])[N:16]([CH2:35][CH3:36])[C:15]1=[O:37])[CH3:13].CCN([CH:44]([CH3:46])C)C(C)C.[CH2:47](P1(=O)OP(CCC)(=O)OP(CCC)(=O)O1)CC.[C:65](OCC)(=[O:67])C.